Regression. Given a peptide amino acid sequence and an MHC pseudo amino acid sequence, predict their binding affinity value. This is MHC class I binding data. From a dataset of Peptide-MHC class I binding affinity with 185,985 pairs from IEDB/IMGT. (1) The peptide sequence is ITKGLGISYGR. The MHC is HLA-B40:01 with pseudo-sequence HLA-B40:01. The binding affinity (normalized) is 0. (2) The peptide sequence is IAMESIVIW. The MHC is Patr-B0101 with pseudo-sequence Patr-B0101. The binding affinity (normalized) is 0. (3) The peptide sequence is GAFDLSHFL. The MHC is HLA-A24:02 with pseudo-sequence HLA-A24:02. The binding affinity (normalized) is 0.0151. (4) The peptide sequence is AYSSWMYSY. The MHC is HLA-B18:01 with pseudo-sequence HLA-B18:01. The binding affinity (normalized) is 0.194. (5) The peptide sequence is FPLWNTEKI. The MHC is HLA-A02:16 with pseudo-sequence HLA-A02:16. The binding affinity (normalized) is 0.0847. (6) The peptide sequence is NKQYIHCFRK. The MHC is HLA-A31:01 with pseudo-sequence HLA-A31:01. The binding affinity (normalized) is 0.551. (7) The MHC is HLA-A11:01 with pseudo-sequence HLA-A11:01. The binding affinity (normalized) is 1.00. The peptide sequence is KSTQSVLCVK. (8) The peptide sequence is KQRGGKPPTK. The MHC is HLA-B27:05 with pseudo-sequence HLA-B27:05. The binding affinity (normalized) is 0.273. (9) The peptide sequence is LATLNTLITL. The MHC is HLA-A68:02 with pseudo-sequence HLA-A68:02. The binding affinity (normalized) is 0.358.